This data is from Forward reaction prediction with 1.9M reactions from USPTO patents (1976-2016). The task is: Predict the product of the given reaction. (1) Given the reactants [CH3:1][O:2][C:3](=[O:21])[C:4]1[CH:9]=[CH:8][CH:7]=[C:6]([O:10][C:11]2[CH:16]=[CH:15][C:14]([Cl:17])=[CH:13][C:12]=2[N+:18]([O-])=O)[CH:5]=1.Cl[Sn]Cl, predict the reaction product. The product is: [CH3:1][O:2][C:3](=[O:21])[C:4]1[CH:9]=[CH:8][CH:7]=[C:6]([O:10][C:11]2[CH:16]=[CH:15][C:14]([Cl:17])=[CH:13][C:12]=2[NH2:18])[CH:5]=1. (2) Given the reactants [Cl:1][C:2]1[N:7]=[C:6]2[CH:8]=[CH:9][N:10](S(C3C=CC(C)=CC=3)(=O)=O)[C:5]2=[CH:4][CH:3]=1.[OH-].[Na+].CCOC(C)=O, predict the reaction product. The product is: [Cl:1][C:2]1[N:7]=[C:6]2[CH:8]=[CH:9][NH:10][C:5]2=[CH:4][CH:3]=1. (3) Given the reactants [Br:1][C:2]1[C:8]([CH3:9])=[CH:7][CH:6]=[CH:5][C:3]=1[NH2:4].C[Si]([N-][Si](C)(C)C)(C)C.[Na+].[C:20](O[C:20]([O:22][C:23]([CH3:26])([CH3:25])[CH3:24])=[O:21])([O:22][C:23]([CH3:26])([CH3:25])[CH3:24])=[O:21], predict the reaction product. The product is: [Br:1][C:2]1[C:8]([CH3:9])=[CH:7][CH:6]=[CH:5][C:3]=1[NH:4][C:20](=[O:21])[O:22][C:23]([CH3:26])([CH3:25])[CH3:24]. (4) Given the reactants [NH2:1][C@H:2]1[CH2:6][CH2:5][N:4]([C:7]2[CH:24]=[CH:23][C:10]3[CH2:11][CH2:12][N:13]([C:16]([O:18][C:19]([CH3:22])([CH3:21])[CH3:20])=[O:17])[CH2:14][CH2:15][C:9]=3[CH:8]=2)[C:3]1=[O:25].[Cl:26][C:27]1[C:35]2[C:30](=[CH:31][C:32]([S:36](Cl)(=[O:38])=[O:37])=[CH:33][CH:34]=2)[N:29]([Si](C(C)C)(C(C)C)C(C)C)[CH:28]=1, predict the reaction product. The product is: [Cl:26][C:27]1[C:35]2[C:30](=[CH:31][C:32]([S:36]([NH:1][C@H:2]3[CH2:6][CH2:5][N:4]([C:7]4[CH:24]=[CH:23][C:10]5[CH2:11][CH2:12][N:13]([C:16]([O:18][C:19]([CH3:20])([CH3:21])[CH3:22])=[O:17])[CH2:14][CH2:15][C:9]=5[CH:8]=4)[C:3]3=[O:25])(=[O:37])=[O:38])=[CH:33][CH:34]=2)[NH:29][CH:28]=1. (5) Given the reactants [CH2:1](O)[C:2]#C.[C:5]([CH2:7][CH2:8][CH2:9][CH2:10][C:11]([O:13][CH3:14])=[O:12])#[N:6], predict the reaction product. The product is: [C:5]([CH2:7][CH2:8][CH2:9][CH2:10][C:11]([O:13][CH2:14][C:1]#[CH:2])=[O:12])#[N:6].